From a dataset of Experimentally validated miRNA-target interactions with 360,000+ pairs, plus equal number of negative samples. Binary Classification. Given a miRNA mature sequence and a target amino acid sequence, predict their likelihood of interaction. (1) The miRNA is rno-miR-26a-5p with sequence UUCAAGUAAUCCAGGAUAGGCU. The protein sequence of the target gene is MAVAAVGRPRALRCPLLLLLSLLLVAGPALGWNDPDRILLRDVKALTLYSDRYTTSRRLDPIPQLKCVGGTAGCEAYTPRVIQCQNKGWDGYDVQWECKTDLDIAYKFGKTVVSCEGYESSEDQYVLRGSCGLEYNLDYTELGLKKLKESGKHQGFSDYYHKLYSSDSCGFITIAVLFVLAFAVYKLFLSDGQGSPPPYSEHPPYSEHSQRFASAAGAPPPGFKSEFTGPQNTGYGASSGFGSAFGGQGYGSSGPGFWSGLGAGGLLGYLFGSNRAATPFSDSWYHPAYPPSHSGAWNSR.... Result: 0 (no interaction). (2) The miRNA is hsa-miR-3677-3p with sequence CUCGUGGGCUCUGGCCACGGCC. Result: 0 (no interaction). The protein sequence of the target gene is MLLLLLVPLFLRPLGAGGAQTPNVTSEGCQIIHPPWEGGIRYRGLTRDQVKAINFLPVDYEIEYVCRGEREVVGPKVRKCLANGSWTDMDTPSRCVRICSKSYLTLENGKVFLTGGDLPALDGARVDFRCDPDFHLVGSSRSICSQGQWSTPKPHCQVNRTPHSERRAVYIGALFPMSGGWPGGQACQPAVEMALEDVNSRRDILPDYELKLIHHDSKCDPGQATKYLYELLYNDPIKIILMPGCSSVSTLVAEAARMWNLIVLSYGSSSPALSNRQRFPTFFRTHPSATLHNPTRVKLF.... (3) The protein sequence of the target gene is MWRVRKRGYFGIWSFPLIIAAVCAQSVNDPSNMSLVKETVDRLLKGYDIRLRPDFGGPPVAVGMNIDIASIDMVSEVNMDYTLTMYFQQAWRDKRLSYNVIPLNLTLDNRVADQLWVPDTYFLNDKKSFVHGVTVKNRMIRLHPDGTVLYGLRITTTAACMMDLRRYPLDEQNCTLEIESYGYTTDDIEFYWRGDDNAVTGVTKIELPQFSIVDYKLITKKVVFSTGSYPRLSLSFKLKRNIGYFILQTYMPSILITILSWVSFWINYDASAARVALGITTVLTMTTINTHLRETLPKIP.... The miRNA is hsa-miR-376c-5p with sequence GGUGGAUAUUCCUUCUAUGUU. Result: 0 (no interaction). (4) The miRNA is hsa-miR-4659a-3p with sequence UUUCUUCUUAGACAUGGCAACG. The protein sequence of the target gene is MGKDQELLEAARTGNVALVEKLLSGRKGGILGGGSGPLPLSNLLSIWRGPNVNCTDSSGYTALHHAALNGHKDIVLKLLQYEASTNVADNKGYFPIHLAAWKGDVEIVKILIHHGPSHSRVNEQNNENETALHCAAQYGHSEVVAVLLEELTDPTIRNSKLETPLDLAALYGRLRVVKMIISAHPNLMSCNTRKHTPLHLAARNGHKAVVQVLLEAGMDVSCQTEKGSALHEAALFGKVDVVRVLLETGIDANIKDSLGRTVLDILKEHPSQKSLQIATLLQDYLEGAGRSAAVLEEHAQ.... Result: 0 (no interaction). (5) The miRNA is hsa-miR-1298-3p with sequence CAUCUGGGCAACUGACUGAAC. The protein sequence of the target gene is MEALTLWLLPWICQCVSVRADSIIHIGAIFEENAAKDDRVFQLAVSDLSLNDDILQSEKITYSIKVIEANNPFQAVQEACDLMTQGILALVTSTGCASANALQSLTDAMHIPHLFVQRNPGGSPRTACHLNPSPDGEAYTLASRPPVRLNDVMLRLVTELRWQKFVMFYDSEYDIRGLQSFLDQASRLGLDVSLQKVDKNISHVFTSLFTTMKTEELNRYRDTLRRAILLLSPQGAHSFINEAVETNLASKDSHWVFVNEEISDPEILDLVHSALGRMTVVRQIFPSAKDNQKCTRNNHR.... Result: 1 (interaction). (6) The miRNA is hsa-miR-3675-5p with sequence UAUGGGGCUUCUGUAGAGAUUUC. The protein sequence of the target gene is MESLSELQNPLLPRSPAHLHGPYPYPETPPSWSCQEKLYSYLLGGAGPAGAHQLLDPGSLQLAVEAWYRPSCLLGRDKVKEPRAGSCETSFTEDREPQEGPPEQPTGPGQAAENVTIQTVSYGVQEELRDQEDDQEEEESDATSTESESEDNFLTLPPRDHLGLTLFSMLCCFWPLGIAAFYFSQGTSKAISKGDFRLASTTSRRALFLATLAIAVGAGLYVAVVVALAAYMSQNGHG. Result: 1 (interaction). (7) The miRNA is rno-miR-214-3p with sequence ACAGCAGGCACAGACAGGCAG. The protein sequence of the target gene is MMPSRTNLATGLPSSKVKYSRLASTDDGYIDLQFKKSPPKIPYKAIALATVLFLIGTFLIIIGSLLLSGYISKGGADRAVPVLIIGILVFLPGFYHLRIAYYASKGYRGYSYDDIPDFDD. Result: 0 (no interaction).